Dataset: Forward reaction prediction with 1.9M reactions from USPTO patents (1976-2016). Task: Predict the product of the given reaction. Given the reactants [CH:1]1[C:6]([C:7]2[C:16](=[O:17])[C:15]3[CH:14]=[CH:13][C:12]([OH:18])=[CH:11][C:10]=3[O:9][CH:8]=2)=[CH:5][CH:4]=[C:3]([OH:19])[CH:2]=1.[CH:20]1[C:25]([C:26]2[C:35](=[O:36])[C:34]3[C:33]([OH:37])=[CH:32][C:31]([OH:38])=[CH:30][C:29]=3[O:28][CH:27]=2)=[CH:24][CH:23]=[C:22]([OH:39])[CH:21]=1, predict the reaction product. The product is: [CH2:8]1[O:9][C:10]2[CH:11]=[C:12]([OH:18])[CH:13]=[CH:14][C:15]=2[C:16](=[O:17])[CH:7]1[C:6]1[CH:1]=[CH:2][C:3]([OH:19])=[CH:4][CH:5]=1.[CH2:27]1[O:28][C:29]2[C:34](=[C:33]([OH:37])[CH:32]=[C:31]([OH:38])[CH:30]=2)[C:35](=[O:36])[CH:26]1[C:25]1[CH:20]=[CH:21][C:22]([OH:39])=[CH:23][CH:24]=1.